From a dataset of CYP3A4 inhibition data for predicting drug metabolism from PubChem BioAssay. Regression/Classification. Given a drug SMILES string, predict its absorption, distribution, metabolism, or excretion properties. Task type varies by dataset: regression for continuous measurements (e.g., permeability, clearance, half-life) or binary classification for categorical outcomes (e.g., BBB penetration, CYP inhibition). Dataset: cyp3a4_veith. (1) The compound is N[C@@H](Cc1cccnn1)C(=O)O. The result is 0 (non-inhibitor). (2) The compound is CC(C(=O)c1c[nH]c2ccccc12)N1CCSCC1. The result is 0 (non-inhibitor). (3) The drug is CN(Cc1ccco1)c1nc(-c2cccc(C#N)c2)nc2ccccc12. The result is 1 (inhibitor). (4) The compound is CCCCOc1ccc(CNn2c(C)nc3ccccc3c2=O)cc1. The result is 1 (inhibitor). (5) The compound is COC(=O)[C@H](C)[C@H]1C[C@]1(C)[C@H](NC(=O)OCc1ccccc1)c1ccccc1. The result is 1 (inhibitor). (6) The compound is O=C(Nc1ccccc1Cl)c1ccn[nH]1. The result is 0 (non-inhibitor).